Dataset: Forward reaction prediction with 1.9M reactions from USPTO patents (1976-2016). Task: Predict the product of the given reaction. (1) Given the reactants [Li]C(CC)C.C1CCCCC1.C(=O)=O.CC(C)=O.CN(CCN(C)C)C.[CH2:27]([N:29]([CH:39]([O:44][CH3:45])[C:40]([CH3:43])([CH3:42])[CH3:41])[C:30](=[O:38])[C:31]1[CH:36]=[CH:35][CH:34]=[CH:33][C:32]=1[Cl:37])[CH3:28].[CH3:46][Si:47](Cl)([CH3:49])[CH3:48], predict the reaction product. The product is: [Cl:37][C:32]1[CH:33]=[CH:34][CH:35]=[C:36]([Si:47]([CH3:49])([CH3:48])[CH3:46])[C:31]=1[C:30]([N:29]([CH2:27][CH3:28])[CH:39]([O:44][CH3:45])[C:40]([CH3:41])([CH3:43])[CH3:42])=[O:38]. (2) The product is: [Cl:8][C:7]1[N:6]=[CH:5][C:4]([NH:9][C:10](=[O:12])[CH3:11])=[CH:3][C:2]=1[C:21]1[CH:22]=[CH:23][C:24]2[N:25]([C:27]([C:30]#[N:31])=[CH:28][N:29]=2)[CH:26]=1. Given the reactants Br[C:2]1[CH:3]=[C:4]([NH:9][C:10](=[O:12])[CH3:11])[CH:5]=[N:6][C:7]=1[Cl:8].CC1(C)C(C)(C)OB([C:21]2[CH:22]=[CH:23][C:24]3[N:25]([C:27]([C:30]#[N:31])=[CH:28][N:29]=3)[CH:26]=2)O1, predict the reaction product. (3) Given the reactants O[C:2]1[C:7]2=[C:8]([C:11]3[CH:16]=[CH:15][CH:14]=[CH:13][CH:12]=3)[CH:9]=[CH:10][N:6]2[N:5]=[C:4]([C:17]2[CH:18]=[C:19]([S:23]([NH2:26])(=[O:25])=[O:24])[CH:20]=[N:21][CH:22]=2)[N:3]=1.CN([P+](ON1N=NC2C=CC=CC1=2)(N(C)C)N(C)C)C.F[P-](F)(F)(F)(F)F.CCN(C(C)C)C(C)C.[CH2:63]([NH2:70])[C:64]1[CH:69]=[CH:68][CH:67]=[CH:66][CH:65]=1, predict the reaction product. The product is: [CH2:63]([NH:70][C:2]1[C:7]2=[C:8]([C:11]3[CH:12]=[CH:13][CH:14]=[CH:15][CH:16]=3)[CH:9]=[CH:10][N:6]2[N:5]=[C:4]([C:17]2[CH:18]=[C:19]([S:23]([NH2:26])(=[O:24])=[O:25])[CH:20]=[N:21][CH:22]=2)[N:3]=1)[C:64]1[CH:69]=[CH:68][CH:67]=[CH:66][CH:65]=1.